This data is from Full USPTO retrosynthesis dataset with 1.9M reactions from patents (1976-2016). The task is: Predict the reactants needed to synthesize the given product. The reactants are: CS(O[CH2:6][CH2:7][CH:8]([C:15]1[CH:20]=[C:19]([Br:21])[CH:18]=[CH:17][C:16]=1[O:22][CH2:23][C:24]1[CH:29]=[CH:28][CH:27]=[CH:26][CH:25]=1)[C:9]1[CH:14]=[CH:13][CH:12]=[CH:11][CH:10]=1)(=O)=O.[CH:30]([NH:33][CH:34]([CH3:36])[CH3:35])([CH3:32])[CH3:31]. Given the product [CH:30]([N:33]([CH2:6][CH2:7][C@@H:8]([C:15]1[CH:20]=[C:19]([Br:21])[CH:18]=[CH:17][C:16]=1[O:22][CH2:23][C:24]1[CH:29]=[CH:28][CH:27]=[CH:26][CH:25]=1)[C:9]1[CH:14]=[CH:13][CH:12]=[CH:11][CH:10]=1)[CH:34]([CH3:36])[CH3:35])([CH3:32])[CH3:31].[CH:30]([N:33]([CH2:6][CH2:7][CH:8]([C:15]1[CH:20]=[C:19]([Br:21])[CH:18]=[CH:17][C:16]=1[O:22][CH2:23][C:24]1[CH:29]=[CH:28][CH:27]=[CH:26][CH:25]=1)[C:9]1[CH:14]=[CH:13][CH:12]=[CH:11][CH:10]=1)[CH:34]([CH3:36])[CH3:35])([CH3:32])[CH3:31], predict the reactants needed to synthesize it.